From a dataset of Merck oncology drug combination screen with 23,052 pairs across 39 cell lines. Regression. Given two drug SMILES strings and cell line genomic features, predict the synergy score measuring deviation from expected non-interaction effect. (1) Drug 1: NC(=O)c1cccc2cn(-c3ccc(C4CCCNC4)cc3)nc12. Drug 2: CC1(c2nc3c(C(N)=O)cccc3[nH]2)CCCN1. Cell line: RKO. Synergy scores: synergy=-6.94. (2) Drug 1: N.N.O=C(O)C1(C(=O)O)CCC1.[Pt]. Drug 2: O=C(CCCCCCC(=O)Nc1ccccc1)NO. Cell line: NCIH1650. Synergy scores: synergy=-8.15. (3) Drug 1: NC1(c2ccc(-c3nc4ccn5c(=O)[nH]nc5c4cc3-c3ccccc3)cc2)CCC1. Drug 2: CCC1(O)C(=O)OCc2c1cc1n(c2=O)Cc2cc3c(CN(C)C)c(O)ccc3nc2-1. Cell line: NCIH23. Synergy scores: synergy=19.5. (4) Drug 1: O=C(NOCC(O)CO)c1ccc(F)c(F)c1Nc1ccc(I)cc1F. Drug 2: COC1CC2CCC(C)C(O)(O2)C(=O)C(=O)N2CCCCC2C(=O)OC(C(C)CC2CCC(OP(C)(C)=O)C(OC)C2)CC(=O)C(C)C=C(C)C(O)C(OC)C(=O)C(C)CC(C)C=CC=CC=C1C. Cell line: OCUBM. Synergy scores: synergy=42.0. (5) Drug 1: O=C(NOCC(O)CO)c1ccc(F)c(F)c1Nc1ccc(I)cc1F. Drug 2: Cn1cc(-c2cnn3c(N)c(Br)c(C4CCCNC4)nc23)cn1. Cell line: LNCAP. Synergy scores: synergy=-62.2. (6) Drug 1: O=C(CCCCCCC(=O)Nc1ccccc1)NO. Drug 2: CC(C)CC(NC(=O)C(Cc1ccccc1)NC(=O)c1cnccn1)B(O)O. Cell line: HT29. Synergy scores: synergy=-1.06. (7) Drug 1: CC1CC2C3CCC4=CC(=O)C=CC4(C)C3(F)C(O)CC2(C)C1(O)C(=O)CO. Drug 2: CCN(CC)CCNC(=O)c1c(C)[nH]c(C=C2C(=O)Nc3ccc(F)cc32)c1C. Cell line: A375. Synergy scores: synergy=20.2. (8) Drug 1: Nc1ccn(C2OC(CO)C(O)C2(F)F)c(=O)n1. Drug 2: COC1CC2CCC(C)C(O)(O2)C(=O)C(=O)N2CCCCC2C(=O)OC(C(C)CC2CCC(OP(C)(C)=O)C(OC)C2)CC(=O)C(C)C=C(C)C(O)C(OC)C(=O)C(C)CC(C)C=CC=CC=C1C. Cell line: ZR751. Synergy scores: synergy=13.1. (9) Drug 1: Nc1ccn(C2OC(CO)C(O)C2(F)F)c(=O)n1. Drug 2: CNC(=O)c1cc(Oc2ccc(NC(=O)Nc3ccc(Cl)c(C(F)(F)F)c3)cc2)ccn1. Cell line: CAOV3. Synergy scores: synergy=-2.16. (10) Drug 1: CS(=O)(=O)CCNCc1ccc(-c2ccc3ncnc(Nc4ccc(OCc5cccc(F)c5)c(Cl)c4)c3c2)o1. Drug 2: NC1(c2ccc(-c3nc4ccn5c(=O)[nH]nc5c4cc3-c3ccccc3)cc2)CCC1. Cell line: EFM192B. Synergy scores: synergy=17.5.